From a dataset of Reaction yield outcomes from USPTO patents with 853,638 reactions. Predict the reaction yield, written as a fraction of the theoretical maximum amount of product (1.0 means a 100% yield; for example, 0.34 means a 34% yield). (1) The reactants are [Cl:1][C:2]1[CH:3]=[C:4]([C:9]2[CH:18]=[C:17]([C:19](O)=[O:20])[C:16]3[C:11](=[CH:12][CH:13]=[CH:14][CH:15]=3)[N:10]=2)[CH:5]=[CH:6][C:7]=1[Cl:8].[NH2:22][C:23]1[CH:28]=[CH:27][CH:26]=[C:25]([F:29])[N:24]=1.C(N(CC)CC)C.CCCP1(OP(CCC)(=O)OP(CCC)(=O)O1)=O. The catalyst is ClCCl. The product is [F:29][C:25]1[N:24]=[C:23]([NH:22][C:19]([C:17]2[C:16]3[C:11](=[CH:12][CH:13]=[CH:14][CH:15]=3)[N:10]=[C:9]([C:4]3[CH:5]=[CH:6][C:7]([Cl:8])=[C:2]([Cl:1])[CH:3]=3)[CH:18]=2)=[O:20])[CH:28]=[CH:27][CH:26]=1. The yield is 0.0953. (2) The catalyst is COCCO.C1(C)C=CC=CC=1. The yield is 0.470. The reactants are [CH3:1][C:2]([C:5]1[CH:10]=[CH:9][C:8]([CH2:11][N:12]2[C:17](=[O:18])[CH:16]=[C:15]([OH:19])[N:14]=[C:13]2[C:20]2[C:25]([Cl:26])=[C:24]([Cl:27])[CH:23]=[C:22]([Cl:28])[C:21]=2[Cl:29])=[CH:7][CH:6]=1)([CH3:4])[CH3:3].[Cl-].C[Al+]C.CCCCCC.C(C1C=CC([CH2:48][NH2:49])=CC=1)(C)(C)C.ClC1C(Cl)=CC(Cl)=C(Cl)C=1C#N.C(OCC)(=O)[CH2:65][C:66]([O:68]CC)=[O:67].C[O-:76].[Na+].CO. The product is [CH3:4][C:2]([C:5]1[CH:6]=[CH:7][C:8]([CH2:11][N:12]2[C:17](=[O:18])[C:16]([C:48]([NH:49][CH2:65][C:66]([OH:68])=[O:67])=[O:76])=[C:15]([OH:19])[N:14]=[C:13]2[C:20]2[C:21]([Cl:29])=[C:22]([Cl:28])[CH:23]=[C:24]([Cl:27])[C:25]=2[Cl:26])=[CH:9][CH:10]=1)([CH3:1])[CH3:3]. (3) The reactants are [F:1][C:2]1[CH:7]=[CH:6][C:5]([O:8][C:9]2[CH:14]=[CH:13][C:12]([N+:15]([O-])=O)=[CH:11][CH:10]=2)=[CH:4][C:3]=1[C:18]([F:21])([F:20])[F:19]. The catalyst is CO.[Pd]. The product is [F:1][C:2]1[CH:7]=[CH:6][C:5]([O:8][C:9]2[CH:10]=[CH:11][C:12]([NH2:15])=[CH:13][CH:14]=2)=[CH:4][C:3]=1[C:18]([F:19])([F:20])[F:21]. The yield is 0.950. (4) The product is [C:30]([O:29][C:27]([NH:26][CH:20]([C:21](=[O:25])[N:22]([CH3:24])[CH3:23])[CH2:19][C:16]1[CH:17]=[CH:18][C:13]([O:12][C:9]2[CH:10]=[CH:11][C:6]([CH2:5][CH2:4][C:3]([OH:34])=[O:2])=[CH:7][CH:8]=2)=[CH:14][CH:15]=1)=[O:28])([CH3:32])([CH3:31])[CH3:33]. The catalyst is C1COCC1.O. The yield is 0.970. The reactants are C[O:2][C:3](=[O:34])[CH2:4][CH2:5][C:6]1[CH:11]=[CH:10][C:9]([O:12][C:13]2[CH:18]=[CH:17][C:16]([CH2:19][CH:20]([NH:26][C:27]([O:29][C:30]([CH3:33])([CH3:32])[CH3:31])=[O:28])[C:21](=[O:25])[N:22]([CH3:24])[CH3:23])=[CH:15][CH:14]=2)=[CH:8][CH:7]=1.[OH-].[Li+]. (5) The reactants are CC(C)([O-])C.[K+].[CH:7]([O:10][C:11]1[CH:16]=[CH:15][CH:14]=[CH:13][C:12]=1[OH:17])([CH3:9])[CH3:8].[CH2:18]([O:20][C:21](=[O:26])[CH:22]=[C:23](Cl)[CH3:24])[CH3:19]. The yield is 0.650. The catalyst is O1CCCC1. The product is [CH2:18]([O:20][C:21](=[O:26])/[CH:22]=[C:23](/[O:17][C:12]1[CH:13]=[CH:14][CH:15]=[CH:16][C:11]=1[O:10][CH:7]([CH3:9])[CH3:8])\[CH3:24])[CH3:19]. (6) The product is [Cl:27][C:22]1[CH:23]=[CH:24][CH:25]=[CH:26][C:21]=1[CH:11]([N:12]1[CH2:17][CH2:16][C:15]2[O:18][CH:19]=[CH:20][C:14]=2[CH2:13]1)[CH2:10][CH2:9][CH2:8][CH2:7][CH2:6][C:5]([CH3:29])([CH3:28])[C:4]([OH:30])=[O:3]. The catalyst is O. The yield is 0.469. The reactants are C([O:3][C:4](=[O:30])[C:5]([CH3:29])([CH3:28])[CH2:6][CH2:7][CH2:8][CH2:9][CH2:10][CH:11]([C:21]1[CH:26]=[CH:25][CH:24]=[CH:23][C:22]=1[Cl:27])[N:12]1[CH2:17][CH2:16][C:15]2[O:18][CH:19]=[CH:20][C:14]=2[CH2:13]1)C.C(O)C.[OH-].[Na+]. (7) The reactants are [Cl:1][C:2]1[CH:3]=[C:4]([CH:7]=[CH:8][C:9]=1[C:10]1[CH:19]=[CH:18][C:17]2[C:12](=[CH:13][CH:14]=[C:15]([OH:20])[CH:16]=2)[N:11]=1)[C:5]#[N:6].[N-:21]=[N+:22]=[N-:23].[Na+].[Li+].[Cl-]. The catalyst is COCCOCCO. The product is [Cl:1][C:2]1[CH:3]=[C:4]([C:5]2[N:21]=[N:22][NH:23][N:6]=2)[CH:7]=[CH:8][C:9]=1[C:10]1[CH:19]=[CH:18][C:17]2[C:12](=[CH:13][CH:14]=[C:15]([OH:20])[CH:16]=2)[N:11]=1. The yield is 0.120. (8) The catalyst is CN(C=O)C. The product is [C:38]([O:37][C:36](=[O:42])[NH:35][CH2:34][CH2:33][SH:32]([S:3](=[O:5])(=[O:4])[NH:6][CH2:7][C:8]1([C:26]2[CH:27]=[CH:28][CH:29]=[CH:30][CH:31]=2)[N:9]([C:20](=[O:25])[C:21]([CH3:23])([CH3:22])[CH3:24])[N:10]=[C:11]([NH:13][C:14](=[O:19])[C:15]([CH3:18])([CH3:16])[CH3:17])[S:12]1)[CH3:43])([CH3:39])([CH3:41])[CH3:40]. The reactants are ClC[S:3]([NH:6][CH2:7][C:8]1([C:26]2[CH:31]=[CH:30][CH:29]=[CH:28][CH:27]=2)[S:12][C:11]([NH:13][C:14](=[O:19])[C:15]([CH3:18])([CH3:17])[CH3:16])=[N:10][N:9]1[C:20](=[O:25])[C:21]([CH3:24])([CH3:23])[CH3:22])(=[O:5])=[O:4].[SH:32][CH2:33][CH2:34][NH:35][C:36](=[O:42])[O:37][C:38]([CH3:41])([CH3:40])[CH3:39].[C:43](=O)([O-])O.[Na+].O. The yield is 0.390.